Task: Predict the reaction yield, written as a fraction of the theoretical maximum amount of product (1.0 means a 100% yield; for example, 0.34 means a 34% yield).. Dataset: Reaction yield outcomes from USPTO patents with 853,638 reactions (1) The reactants are [CH3:1][NH:2][CH3:3].[CH3:4][O:5][C:6](=[O:21])[CH2:7][C:8]1[C:17]([Cl:18])=[CH:16][CH:15]=[C:14]2[C:9]=1[N:10]=[C:11]([CH:19]=O)[CH:12]=[N:13]2.[BH3-]C#N.[Na+].C(O)(=O)C.C([O-])(O)=O.[Na+]. The catalyst is C1COCC1.CO.O. The product is [CH3:4][O:5][C:6](=[O:21])[CH2:7][C:8]1[C:17]([Cl:18])=[CH:16][CH:15]=[C:14]2[C:9]=1[N:10]=[C:11]([CH2:19][N:2]([CH3:3])[CH3:1])[CH:12]=[N:13]2. The yield is 0.280. (2) The reactants are [O:1]1[CH2:6][CH2:5][C:4](=O)[CH2:3][C:2]1=[O:8].[Br:9][C:10]1[CH:11]=[C:12]([CH:15]=[CH:16][C:17]=1[F:18])[CH:13]=O.[CH3:19][O:20][C:21](=[O:26])/[CH:22]=[C:23](\[NH2:25])/[CH3:24]. The catalyst is C(O)C. The product is [Br:9][C:10]1[CH:11]=[C:12]([CH:13]2[C:22]([C:21]([O:20][CH3:19])=[O:26])=[C:23]([CH3:24])[NH:25][C:4]3[CH2:5][CH2:6][O:1][C:2](=[O:8])[C:3]2=3)[CH:15]=[CH:16][C:17]=1[F:18]. The yield is 0.510. (3) The reactants are C([O:8][C:9]1[CH:18]=[C:17]2[C:12]([C:13]([O:19][C:20]3[CH:25]=[CH:24][C:23]([N+:26]([O-:28])=[O:27])=[CH:22][C:21]=3[F:29])=[CH:14][CH:15]=[N:16]2)=[CH:11][C:10]=1[O:30][CH3:31])C1C=CC=CC=1.Br. The yield is 0.920. The product is [F:29][C:21]1[CH:22]=[C:23]([N+:26]([O-:28])=[O:27])[CH:24]=[CH:25][C:20]=1[O:19][C:13]1[C:12]2[C:17](=[CH:18][C:9]([OH:8])=[C:10]([O:30][CH3:31])[CH:11]=2)[N:16]=[CH:15][CH:14]=1. The catalyst is CC(O)=O. (4) The yield is 0.790. The product is [N+:9]([C:7]1[CH:8]=[CH:2][C:3]([NH2:4])=[CH:5][CH:6]=1)([O-:11])=[O:10]. The catalyst is C(N(CC)CC)C.[Cu]I.Cl[Pd](Cl)([P](C1C=CC=CC=1)(C1C=CC=CC=1)C1C=CC=CC=1)[P](C1C=CC=CC=1)(C1C=CC=CC=1)C1C=CC=CC=1. The reactants are Br[C:2]1[CH:8]=[C:7]([N+:9]([O-:11])=[O:10])[CH:6]=[CH:5][C:3]=1[NH2:4].C(C1(C)CC1)#C.